This data is from SARS-CoV-2 main protease (3CLPro) crystallographic fragment screen with 879 compounds. The task is: Binary Classification. Given a drug SMILES string, predict its activity (active/inactive) in a high-throughput screening assay against a specified biological target. (1) The molecule is Cc1cccc(C(=O)N2CCC(C(N)=O)CC2)c1. The result is 0 (inactive). (2) The drug is CC(Oc1ccc(Cl)cc1)C(N)=O. The result is 0 (inactive).